From a dataset of Forward reaction prediction with 1.9M reactions from USPTO patents (1976-2016). Predict the product of the given reaction. (1) Given the reactants [CH3:1][C:2]1[O:3][C:4]2[CH:10]=[CH:9][CH:8]=[C:7]([CH2:11][OH:12])[C:5]=2[CH:6]=1.[F:13][C:14]1[C:19]([F:20])=[C:18](O)[CH:17]=[CH:16][C:15]=1[CH2:22][CH2:23][C:24]([O:26][CH2:27][CH3:28])=[O:25].C1C=CC(P(C2C=CC=CC=2)C2C=CC=CC=2)=CC=1.CCOC(/N=N/C(OCC)=O)=O, predict the reaction product. The product is: [F:13][C:14]1[C:19]([F:20])=[C:18]([O:12][CH2:11][C:7]2[C:5]3[CH:6]=[C:2]([CH3:1])[O:3][C:4]=3[CH:10]=[CH:9][CH:8]=2)[CH:17]=[CH:16][C:15]=1[CH2:22][CH2:23][C:24]([O:26][CH2:27][CH3:28])=[O:25]. (2) The product is: [CH3:23][C:4]1[C:3]([CH3:24])=[C:2]([C:31]2[CH:30]=[CH:29][CH:28]=[C:27]([CH3:26])[N:32]=2)[S:6][C:5]=1[C:7]1[N:11]2[N:12]=[C:13]([CH3:21])[CH:14]=[C:15]([CH:16]([CH2:19][CH3:20])[CH2:17][CH3:18])[C:10]2=[N:9][C:8]=1[CH3:22]. Given the reactants Br[C:2]1[S:6][C:5]([C:7]2[N:11]3[N:12]=[C:13]([CH3:21])[CH:14]=[C:15]([CH:16]([CH2:19][CH3:20])[CH2:17][CH3:18])[C:10]3=[N:9][C:8]=2[CH3:22])=[C:4]([CH3:23])[C:3]=1[CH3:24].[Br-].[CH3:26][C:27]1[N:32]=[C:31]([Zn+])[CH:30]=[CH:29][CH:28]=1.C1COCC1, predict the reaction product. (3) Given the reactants [NH2:1][C:2]1[CH:7]=[CH:6][N:5]=[CH:4][C:3]=1[NH:8][C:9]([NH:11][C:12]1[CH:17]=[C:16]([C:18]([N:20]2[CH2:25][CH2:24][CH:23]([C:26]3[CH:31]=[CH:30][C:29]([C:32]#[N:33])=[CH:28][CH:27]=3)[CH2:22][CH2:21]2)=[O:19])[CH:15]=[CH:14][C:13]=1[CH3:34])=S.CCN=C=NCCCN(C)C, predict the reaction product. The product is: [NH:1]1[C:2]2[CH:7]=[CH:6][N:5]=[CH:4][C:3]=2[N:8]=[C:9]1[NH:11][C:12]1[CH:17]=[C:16]([CH:15]=[CH:14][C:13]=1[CH3:34])[C:18]([N:20]1[CH2:21][CH2:22][CH:23]([C:26]2[CH:27]=[CH:28][C:29]([C:32]#[N:33])=[CH:30][CH:31]=2)[CH2:24][CH2:25]1)=[O:19]. (4) Given the reactants [F:1][C:2]1[CH:3]=[C:4]([NH:9][C:10]([C:12]2[N:13](CC3C=CC(OC)=CC=3)[C:14]3[C:19]([CH:20]=2)=[CH:18][C:17]([C:21]2[CH2:22][CH2:23][N:24]([CH:27]([CH3:29])[CH3:28])[CH2:25][CH:26]=2)=[CH:16][CH:15]=3)=[O:11])[CH:5]=[CH:6][C:7]=1F.C(O)(C(F)(F)[F:42])=O.C1(OC)C=CC=CC=1.C(=O)([O-])O.[Na+], predict the reaction product. The product is: [F:42][C:6]1[CH:5]=[C:4]([NH:9][C:10]([C:12]2[NH:13][C:14]3[C:19]([CH:20]=2)=[CH:18][C:17]([C:21]2[CH2:22][CH2:23][N:24]([CH:27]([CH3:29])[CH3:28])[CH2:25][CH:26]=2)=[CH:16][CH:15]=3)=[O:11])[CH:3]=[C:2]([F:1])[CH:7]=1. (5) Given the reactants [CH3:1][N:2]([CH3:14])[NH:3][C:4]1([C:12]#[N:13])[CH2:9][CH2:8][N:7]([O:10][CH3:11])[CH2:6][CH2:5]1.N1C=CC=CC=1.[CH3:21][C:22]1[CH:27]=[C:26]([CH3:28])[CH:25]=[C:24]([CH3:29])[C:23]=1[CH2:30][C:31](Cl)=[O:32].[Cl-].[NH4+], predict the reaction product. The product is: [C:12]([C:4]1([N:3]([C:31](=[O:32])[CH2:30][C:23]2[C:22]([CH3:21])=[CH:27][C:26]([CH3:28])=[CH:25][C:24]=2[CH3:29])[N:2]([CH3:1])[CH3:14])[CH2:9][CH2:8][N:7]([O:10][CH3:11])[CH2:6][CH2:5]1)#[N:13]. (6) Given the reactants [C:1]([O:5][C:6](=[O:26])[CH2:7][O:8][C:9]1[CH:14]=[CH:13][CH:12]=[C:11]([CH2:15][NH:16][S:17]([C:20]2[CH:21]=[N:22][CH:23]=[CH:24][CH:25]=2)(=[O:19])=[O:18])[CH:10]=1)([CH3:4])([CH3:3])[CH3:2].Br[CH2:28][C:29]1[CH:34]=[CH:33][C:32]([C:35]([CH3:46])([CH3:45])[CH2:36][O:37][Si:38]([C:41]([CH3:44])([CH3:43])[CH3:42])([CH3:40])[CH3:39])=[CH:31][CH:30]=1, predict the reaction product. The product is: [C:1]([O:5][C:6](=[O:26])[CH2:7][O:8][C:9]1[CH:14]=[CH:13][CH:12]=[C:11]([CH2:15][N:16]([CH2:28][C:29]2[CH:30]=[CH:31][C:32]([C:35]([CH3:46])([CH3:45])[CH2:36][O:37][Si:38]([C:41]([CH3:44])([CH3:43])[CH3:42])([CH3:39])[CH3:40])=[CH:33][CH:34]=2)[S:17]([C:20]2[CH:21]=[N:22][CH:23]=[CH:24][CH:25]=2)(=[O:19])=[O:18])[CH:10]=1)([CH3:4])([CH3:2])[CH3:3]. (7) Given the reactants [Br:1][C:2]1[CH:3]=[C:4]2[C:9](=[CH:10][CH:11]=1)[N:8]=[C:7]([N:12]1[CH2:17][CH2:16][N:15]([C:18]3[CH:23]=[CH:22][CH:21]=[CH:20][N:19]=3)[CH2:14][CH2:13]1)[C:6]1[C:24](=O)[C:25]3[C:30]([C:5]2=1)=[CH:29][CH:28]=[CH:27][CH:26]=3.Cl.[NH2:33][OH:34].[OH-].[Na+].Cl, predict the reaction product. The product is: [Br:1][C:2]1[CH:3]=[C:4]2[C:9](=[CH:10][CH:11]=1)[N:8]=[C:7]([N:12]1[CH2:17][CH2:16][N:15]([C:18]3[CH:23]=[CH:22][CH:21]=[CH:20][N:19]=3)[CH2:14][CH2:13]1)[C:6]1[C:24](=[N:33][OH:34])[C:25]3[C:30]([C:5]2=1)=[CH:29][CH:28]=[CH:27][CH:26]=3.